This data is from Full USPTO retrosynthesis dataset with 1.9M reactions from patents (1976-2016). The task is: Predict the reactants needed to synthesize the given product. (1) Given the product [C:1]1([O:7][C:8]2[CH:9]=[CH:10][C:11]([C:18]([F:19])([F:20])[F:21])=[C:12]([CH:17]=2)[C:13]([OH:15])=[O:14])[CH:2]=[CH:3][CH:4]=[CH:5][CH:6]=1, predict the reactants needed to synthesize it. The reactants are: [C:1]1([O:7][C:8]2[CH:9]=[CH:10][C:11]([C:18]([F:21])([F:20])[F:19])=[C:12]([CH:17]=2)[C:13]([O:15]C)=[O:14])[CH:6]=[CH:5][CH:4]=[CH:3][CH:2]=1.[OH-].[Na+]. (2) Given the product [OH:31][N:30]=[C:12]1[C@@H:11]([NH:18][C:19](=[O:25])[O:20][C:21]([CH3:24])([CH3:23])[CH3:22])[CH2:10][C:9]2[C:14](=[CH:15][CH:16]=[C:7]([O:6][C:5]3[CH:26]=[CH:27][CH:28]=[C:3]([O:2][CH3:1])[CH:4]=3)[CH:8]=2)[NH:13]1, predict the reactants needed to synthesize it. The reactants are: [CH3:1][O:2][C:3]1[CH:4]=[C:5]([CH:26]=[CH:27][CH:28]=1)[O:6][C:7]1[CH:8]=[C:9]2[C:14](=[CH:15][CH:16]=1)[NH:13][C:12](=S)[C@@H:11]([NH:18][C:19](=[O:25])[O:20][C:21]([CH3:24])([CH3:23])[CH3:22])[CH2:10]2.Cl.[NH2:30][OH:31].C(=O)(O)[O-].[Na+]. (3) Given the product [CH3:1][O:2][C:3]1[CH:4]=[C:5]([C:11]([N:13]2[CH2:18][CH2:17][C:16]3([CH2:27][CH:26]([C:28]4[CH:29]=[CH:30][CH:31]=[CH:32][CH:33]=4)[C:25]4[C:20](=[CH:21][CH:22]=[CH:23][CH:24]=4)[O:19]3)[CH2:15][CH2:14]2)=[O:12])[CH:6]=[CH:7][C:8]=1[O:9][CH3:10], predict the reactants needed to synthesize it. The reactants are: [CH3:1][O:2][C:3]1[CH:4]=[C:5]([C:11]([N:13]2[CH2:18][CH2:17][C:16]3([CH:27]=[C:26]([C:28]4[CH:33]=[CH:32][CH:31]=[CH:30][CH:29]=4)[C:25]4[C:20](=[CH:21][CH:22]=[CH:23][CH:24]=4)[O:19]3)[CH2:15][CH2:14]2)=[O:12])[CH:6]=[CH:7][C:8]=1[O:9][CH3:10].[H][H]. (4) Given the product [N:1]1([CH2:6][C:7]([O:9][CH3:12])=[O:8])[CH:5]=[N:4][N:3]=[N:2]1, predict the reactants needed to synthesize it. The reactants are: [N:1]1([CH2:6][C:7]([OH:9])=[O:8])[CH:5]=[N:4][N:3]=[N:2]1.Cl.O1CCOC[CH2:12]1. (5) Given the product [CH3:1][C:2]1[S:3][C:4]2[CH:10]=[C:9]([N:11]3[C:18]([CH3:20])=[CH:19][C:14]([OH:13])=[CH:15][C:16]3=[O:17])[C:8]([CH3:12])=[CH:7][C:5]=2[N:6]=1, predict the reactants needed to synthesize it. The reactants are: [CH3:1][C:2]1[S:3][C:4]2[CH:10]=[C:9]([NH2:11])[C:8]([CH3:12])=[CH:7][C:5]=2[N:6]=1.[OH:13][C:14]1[CH:19]=[C:18]([CH3:20])[O:17][C:16](=O)[CH:15]=1. (6) Given the product [CH3:32][N:33]([CH3:38])[CH2:34][C:35]([O:29][CH2:28][C:2]([F:1])([F:30])[CH2:3][N:4]1[C:8]([C:9]2[CH:10]=[CH:11][C:12]([F:15])=[CH:13][CH:14]=2)=[C:7]([C:16]2[CH:17]=[CH:18][C:19]3[O:24][CH2:23][C:22](=[O:25])[NH:21][C:20]=3[CH:26]=2)[C:6]([CH3:27])=[N:5]1)=[O:36], predict the reactants needed to synthesize it. The reactants are: [F:1][C:2]([F:30])([CH2:28][OH:29])[CH2:3][N:4]1[C:8]([C:9]2[CH:14]=[CH:13][C:12]([F:15])=[CH:11][CH:10]=2)=[C:7]([C:16]2[CH:17]=[CH:18][C:19]3[O:24][CH2:23][C:22](=[O:25])[NH:21][C:20]=3[CH:26]=2)[C:6]([CH3:27])=[N:5]1.Cl.[CH3:32][N:33]([CH3:38])[CH2:34][C:35](O)=[O:36].Cl.CN(C)CCCN=C=NCC.